Predict the product of the given reaction. From a dataset of Forward reaction prediction with 1.9M reactions from USPTO patents (1976-2016). (1) Given the reactants Br[C:2]1[CH:3]=[CH:4][C:5]([N+:8]([O-])=O)=[N:6][CH:7]=1.[CH3:11][N:12]([CH3:18])[CH:13]1[CH2:17][CH2:16][NH:15][CH2:14]1.C1C=CC(P(C2C=CC3C(=CC=CC=3)C=2C2C3C(=CC=CC=3)C=CC=2P(C2C=CC=CC=2)C2C=CC=CC=2)C2C=CC=CC=2)=CC=1.C(=O)([O-])[O-].[Cs+].[Cs+], predict the reaction product. The product is: [CH3:11][N:12]([CH3:18])[CH:13]1[CH2:17][CH2:16][N:15]([C:2]2[CH:3]=[CH:4][C:5]([NH2:8])=[N:6][CH:7]=2)[CH2:14]1. (2) Given the reactants C[O:2][C:3](=[O:19])[C:4]1[CH:9]=[CH:8][C:7]([C:10](=[O:18])[NH:11][C:12]2[CH:17]=[CH:16][CH:15]=[CH:14][CH:13]=2)=[N:6][CH:5]=1, predict the reaction product. The product is: [C:12]1([NH:11][C:10]([C:7]2[CH:8]=[CH:9][C:4]([C:3]([OH:19])=[O:2])=[CH:5][N:6]=2)=[O:18])[CH:13]=[CH:14][CH:15]=[CH:16][CH:17]=1. (3) The product is: [C:1]([O:12][CH3:18])(=[O:11])[C:2]1[CH:10]=[C:8]([OH:9])[C:6]([OH:7])=[C:4]([OH:5])[CH:3]=1. Given the reactants [C:1]([OH:12])(=[O:11])[C:2]1[CH:10]=[C:8]([OH:9])[C:6]([OH:7])=[C:4]([OH:5])[CH:3]=1.S(=O)(=O)(O)O.[CH:18](OC)(OC)OC, predict the reaction product. (4) Given the reactants [OH:1][C:2]1[CH:7]=[CH:6][C:5]([C:8]2([C:14]#[N:15])[CH2:13][CH2:12][CH2:11][CH2:10][CH2:9]2)=[CH:4][CH:3]=1.Cl[CH2:17][CH2:18][CH2:19][N:20]1[CH2:24][CH2:23][CH2:22][CH2:21]1.[I-].[Na+].C([O-])([O-])=O.[K+].[K+], predict the reaction product. The product is: [N:20]1([CH2:19][CH2:18][CH2:17][O:1][C:2]2[CH:3]=[CH:4][C:5]([C:8]3([C:14]#[N:15])[CH2:13][CH2:12][CH2:11][CH2:10][CH2:9]3)=[CH:6][CH:7]=2)[CH2:24][CH2:23][CH2:22][CH2:21]1. (5) Given the reactants C([O:3][CH:4]1[CH:8]([NH:9][C:10]([CH2:12][N:13]2[C:19](=[O:20])[CH:18]([NH:21][C:22](=[O:29])[C:23]3[CH:28]=[CH:27][CH:26]=[CH:25][CH:24]=3)[CH2:17][S:16](=[O:31])(=[O:30])[CH2:15][CH2:14]2)=[O:11])[CH2:7][C:6](=[O:32])[O:5]1)C.FC(F)(F)C(O)=O, predict the reaction product. The product is: [OH:3][CH:4]1[CH:8]([NH:9][C:10]([CH2:12][N:13]2[C:19](=[O:20])[CH:18]([NH:21][C:22](=[O:29])[C:23]3[CH:28]=[CH:27][CH:26]=[CH:25][CH:24]=3)[CH2:17][S:16](=[O:31])(=[O:30])[CH2:15][CH2:14]2)=[O:11])[CH2:7][C:6](=[O:32])[O:5]1.